Task: Predict the reactants needed to synthesize the given product.. Dataset: Full USPTO retrosynthesis dataset with 1.9M reactions from patents (1976-2016) (1) Given the product [NH2:10][C:11]1[C:2]([CH3:1])=[CH:3][CH:4]=[CH:5][C:6]=1[C:7]([NH:19][CH3:18])=[O:8], predict the reactants needed to synthesize it. The reactants are: [CH3:1][C:2]1[C:11]2[NH:10]C(=O)[O:8][C:7](=O)[C:6]=2[CH:5]=[CH:4][CH:3]=1.C(O)(=O)C.[CH3:18][NH2:19].O. (2) Given the product [CH3:1][O:2][C:3]1[CH:4]=[C:5]2[C:10](=[CH:11][CH:12]=1)[CH:9]=[C:8]([C@H:13]([CH3:17])[C:14]([O:16][CH2:23][C:20]([CH2:21][OH:22])([N+:25]([O-:27])=[O:26])[CH2:19][OH:18])=[O:15])[CH:7]=[CH:6]2, predict the reactants needed to synthesize it. The reactants are: [CH3:1][O:2][C:3]1[CH:4]=[C:5]2[C:10](=[CH:11][CH:12]=1)[CH:9]=[C:8]([C@H:13]([CH3:17])[C:14]([OH:16])=[O:15])[CH:7]=[CH:6]2.[OH:18][CH2:19][C:20]([N+:25]([O-:27])=[O:26])([CH2:23]O)[CH2:21][OH:22].Cl.CN(C)CCCN=C=NCC.N(C(C)C)(C(C)C)CC. (3) Given the product [C:11]([N:13]=[C:14]([S:15][CH3:16])[NH:10][C:7]1[CH:8]=[CH:9][N:4]2[CH:3]=[CH:2][N:1]=[C:5]2[CH:6]=1)#[N:12], predict the reactants needed to synthesize it. The reactants are: [N:1]1[CH:2]=[CH:3][N:4]2[CH:9]=[CH:8][C:7]([NH2:10])=[CH:6][C:5]=12.[C:11]([N:13]=[C:14](SC)[S:15][CH3:16])#[N:12].[H-].[Na+]. (4) Given the product [CH2:1]([O:8][C:9]([N:11]([CH2:18][CH2:19][CH2:20][N:21]1[C:26]2[CH:27]=[CH:28][C:29]([S:31][CH:32]([C:39]3[CH:44]=[CH:43][CH:42]=[CH:41][CH:40]=3)[CH2:33][C:34]([O:36][CH2:37][CH3:38])=[O:35])=[CH:30][C:25]=2[O:24][CH2:23][C:22]1=[O:45])[C:12]1[CH:17]=[CH:16][CH:15]=[CH:14][N+:13]=1[O-:49])=[O:10])[C:2]1[CH:3]=[CH:4][CH:5]=[CH:6][CH:7]=1, predict the reactants needed to synthesize it. The reactants are: [CH2:1]([O:8][C:9]([N:11]([CH2:18][CH2:19][CH2:20][N:21]1[C:26]2[CH:27]=[CH:28][C:29]([S:31][CH:32]([C:39]3[CH:44]=[CH:43][CH:42]=[CH:41][CH:40]=3)[CH2:33][C:34]([O:36][CH2:37][CH3:38])=[O:35])=[CH:30][C:25]=2[O:24][CH2:23][C:22]1=[O:45])[C:12]1[CH:17]=[CH:16][CH:15]=[CH:14][N:13]=1)=[O:10])[C:2]1[CH:7]=[CH:6][CH:5]=[CH:4][CH:3]=1.Br.C(O)(=[O:49])C. (5) Given the product [NH2:20][C:18]1[N:19]=[C:14]([C:6]2[CH:7]=[CH:8][C:3]([C:1]#[N:2])=[C:4]([F:12])[CH:5]=2)[CH:15]=[C:16]([NH:21][CH2:22][C:23]2[CH:24]=[CH:25][CH:26]=[CH:27][CH:28]=2)[N:17]=1, predict the reactants needed to synthesize it. The reactants are: [C:1]([C:3]1[CH:8]=[CH:7][C:6](B(O)O)=[CH:5][C:4]=1[F:12])#[N:2].Cl[C:14]1[N:19]=[C:18]([NH2:20])[N:17]=[C:16]([NH:21][CH2:22][C:23]2[CH:28]=[CH:27][CH:26]=[CH:25][CH:24]=2)[CH:15]=1.O1CCOCC1.C([O-])(O)=O.[Na+].